This data is from Merck oncology drug combination screen with 23,052 pairs across 39 cell lines. The task is: Regression. Given two drug SMILES strings and cell line genomic features, predict the synergy score measuring deviation from expected non-interaction effect. (1) Drug 1: O=S1(=O)NC2(CN1CC(F)(F)F)C1CCC2Cc2cc(C=CCN3CCC(C(F)(F)F)CC3)ccc2C1. Drug 2: COC12C(COC(N)=O)C3=C(C(=O)C(C)=C(N)C3=O)N1CC1NC12. Cell line: HT144. Synergy scores: synergy=7.10. (2) Drug 1: COc1cc(C2c3cc4c(cc3C(OC3OC5COC(C)OC5C(O)C3O)C3COC(=O)C23)OCO4)cc(OC)c1O. Drug 2: C=CCn1c(=O)c2cnc(Nc3ccc(N4CCN(C)CC4)cc3)nc2n1-c1cccc(C(C)(C)O)n1. Cell line: NCIH23. Synergy scores: synergy=-148. (3) Drug 1: O=S1(=O)NC2(CN1CC(F)(F)F)C1CCC2Cc2cc(C=CCN3CCC(C(F)(F)F)CC3)ccc2C1. Drug 2: COc1cccc2c1C(=O)c1c(O)c3c(c(O)c1C2=O)CC(O)(C(=O)CO)CC3OC1CC(N)C(O)C(C)O1. Cell line: DLD1. Synergy scores: synergy=3.73. (4) Drug 1: O=C(NOCC(O)CO)c1ccc(F)c(F)c1Nc1ccc(I)cc1F. Cell line: T47D. Drug 2: COC1=C2CC(C)CC(OC)C(O)C(C)C=C(C)C(OC(N)=O)C(OC)C=CC=C(C)C(=O)NC(=CC1=O)C2=O. Synergy scores: synergy=-6.20. (5) Drug 1: CN(C)C(=N)N=C(N)N. Drug 2: CCN(CC)CCNC(=O)c1c(C)[nH]c(C=C2C(=O)Nc3ccc(F)cc32)c1C. Cell line: MDAMB436. Synergy scores: synergy=4.42. (6) Drug 1: COC12C(COC(N)=O)C3=C(C(=O)C(C)=C(N)C3=O)N1CC1NC12. Drug 2: CCN(CC)CCNC(=O)c1c(C)[nH]c(C=C2C(=O)Nc3ccc(F)cc32)c1C. Cell line: UACC62. Synergy scores: synergy=2.62. (7) Drug 1: CC1(c2nc3c(C(N)=O)cccc3[nH]2)CCCN1. Drug 2: COC1=C2CC(C)CC(OC)C(O)C(C)C=C(C)C(OC(N)=O)C(OC)C=CC=C(C)C(=O)NC(=CC1=O)C2=O. Cell line: A427. Synergy scores: synergy=7.52. (8) Drug 1: CN(Cc1cnc2nc(N)nc(N)c2n1)c1ccc(C(=O)NC(CCC(=O)O)C(=O)O)cc1. Drug 2: C#Cc1cccc(Nc2ncnc3cc(OCCOC)c(OCCOC)cc23)c1. Cell line: DLD1. Synergy scores: synergy=-7.83. (9) Drug 1: Nc1ccn(C2OC(CO)C(O)C2(F)F)c(=O)n1. Drug 2: Cn1c(=O)n(-c2ccc(C(C)(C)C#N)cc2)c2c3cc(-c4cnc5ccccc5c4)ccc3ncc21. Cell line: SW620. Synergy scores: synergy=4.92.